Dataset: Forward reaction prediction with 1.9M reactions from USPTO patents (1976-2016). Task: Predict the product of the given reaction. (1) Given the reactants BrC1C=CC(OC)=NC=1.Br[C:11]1[CH:19]=[CH:18][C:14]2[CH:15]=[CH:16][O:17][C:13]=2[CH:12]=1.ClC1C=CC(CN2C3C(=CC=CC=3)C(=O)C2=O)=CC=1.[O:39]1[C:43]2[CH:44]=[CH:45][C:46]([CH2:48][N:49]3[C:57]4[C:52](=[CH:53][CH:54]=[CH:55][CH:56]=4)[C:51](=[O:58])[C:50]3=[O:59])=[CH:47][C:42]=2[O:41][CH2:40]1, predict the reaction product. The product is: [O:39]1[C:43]2[CH:44]=[CH:45][C:46]([CH2:48][N:49]3[C:57]4[C:52](=[CH:53][CH:54]=[CH:55][CH:56]=4)[C:51]([C:11]4[CH:19]=[CH:18][C:14]5[CH:15]=[CH:16][O:17][C:13]=5[CH:12]=4)([OH:58])[C:50]3=[O:59])=[CH:47][C:42]=2[O:41][CH2:40]1. (2) Given the reactants [CH3:1][O:2][C:3]1[N:8]=[CH:7][C:6]([N:9]2[C:13]([C:14]3[CH:19]=[CH:18][CH:17]=[CH:16][N:15]=3)=[CH:12][C:11]([C:20]([OH:22])=O)=[N:10]2)=[CH:5][CH:4]=1.[O:23]1[CH2:27][CH2:26][CH2:25][CH:24]1[CH2:28][NH2:29], predict the reaction product. The product is: [O:23]1[CH2:27][CH2:26][CH2:25][CH:24]1[CH2:28][NH:29][C:20]([C:11]1[CH:12]=[C:13]([C:14]2[CH:19]=[CH:18][CH:17]=[CH:16][N:15]=2)[N:9]([C:6]2[CH:7]=[N:8][C:3]([O:2][CH3:1])=[CH:4][CH:5]=2)[N:10]=1)=[O:22]. (3) Given the reactants N1(O[C:11](=[O:24])[C:12]2[CH:17]=[CH:16][C:15]([O:18][CH2:19][CH2:20][CH2:21][CH2:22][CH3:23])=[CH:14][CH:13]=2)C2C=CC=CC=2N=N1.[NH2:25][NH:26][C:27]([NH2:29])=[S:28].C(OC(C)C)(C)C, predict the reaction product. The product is: [CH2:19]([O:18][C:15]1[CH:14]=[CH:13][C:12]([C:11]([NH:25][NH:26][C:27]([NH2:29])=[S:28])=[O:24])=[CH:17][CH:16]=1)[CH2:20][CH2:21][CH2:22][CH3:23].